Predict the product of the given reaction. From a dataset of Forward reaction prediction with 1.9M reactions from USPTO patents (1976-2016). (1) Given the reactants [C:1]([O:7]C)(=O)[CH2:2][C:3]([CH3:5])=O.[CH3:9][C:10]1[C:11]([C:16]2[C:21]([CH3:22])=[CH:20][C:19]([CH3:23])=[CH:18][C:17]=2[CH3:24])=[C:12]([NH2:15])[NH:13][N:14]=1, predict the reaction product. The product is: [CH3:9][C:10]1[C:11]([C:16]2[C:17]([CH3:24])=[CH:18][C:19]([CH3:23])=[CH:20][C:21]=2[CH3:22])=[C:12]2[NH:15][C:3]([CH3:5])=[CH:2][C:1](=[O:7])[N:13]2[N:14]=1. (2) Given the reactants Cl[C:2]1[C:3](=[O:18])[N:4]([CH:15]([CH3:17])[CH3:16])[S:5](=[O:14])(=[O:13])[C:6]=1[C:7]1[CH:12]=[CH:11][CH:10]=[CH:9][CH:8]=1.[F:19][C:20]([F:35])([F:34])[C:21]1[CH:26]=[CH:25][N:24]=[C:23]([N:27]2[CH2:32][CH2:31][CH:30]([NH2:33])[CH2:29][CH2:28]2)[N:22]=1, predict the reaction product. The product is: [CH:15]([N:4]1[C:3](=[O:18])[C:2]([NH:33][CH:30]2[CH2:29][CH2:28][N:27]([C:23]3[N:22]=[C:21]([C:20]([F:35])([F:34])[F:19])[CH:26]=[CH:25][N:24]=3)[CH2:32][CH2:31]2)=[C:6]([C:7]2[CH:12]=[CH:11][CH:10]=[CH:9][CH:8]=2)[S:5]1(=[O:14])=[O:13])([CH3:17])[CH3:16]. (3) Given the reactants C([N:8]1[CH2:13][CH2:12][O:11][C@H:10]([CH3:14])[C@H:9]1[CH2:15][CH3:16])C1C=CC=CC=1.[ClH:17], predict the reaction product. The product is: [ClH:17].[CH2:15]([C@@H:9]1[C@@H:10]([CH3:14])[O:11][CH2:12][CH2:13][NH:8]1)[CH3:16]. (4) Given the reactants [CH2:1]([O:5][C:6]1[CH:10]=[C:9]([C:11](N(OC)C)=[O:12])[N:8]([CH2:17][C:18]2[CH:23]=[CH:22][C:21]([Cl:24])=[CH:20][C:19]=2[Cl:25])[N:7]=1)[CH2:2][CH2:3][CH3:4].[H-].C([Al+]CC(C)C)C(C)C.O.O.O.O.O.O.O.O.O.O.[O-]S([O-])(=O)=O.[Na+].[Na+], predict the reaction product. The product is: [CH2:1]([O:5][C:6]1[CH:10]=[C:9]([CH:11]=[O:12])[N:8]([CH2:17][C:18]2[CH:23]=[CH:22][C:21]([Cl:24])=[CH:20][C:19]=2[Cl:25])[N:7]=1)[CH2:2][CH2:3][CH3:4]. (5) The product is: [Br:34][C:35]1[C:40]([O:41][CH3:42])=[C:39]([OH:43])[C:38]([Br:44])=[CH:37][C:36]=1[CH2:45][C:46]([CH3:50])([CH3:49])[CH2:47][CH:12]=[O:13]. Given the reactants C[Si]([N-][Si](C)(C)C)(C)C.[Li+].[Cl-].[CH3:12][O:13]C[P+](C1C=CC=CC=1)(C1C=CC=CC=1)C1C=CC=CC=1.[Br:34][C:35]1[C:40]([O:41][CH3:42])=[C:39]([OH:43])[C:38]([Br:44])=[CH:37][C:36]=1[CH2:45][C:46]([CH3:50])([CH3:49])[CH:47]=O, predict the reaction product. (6) Given the reactants I[C:2]1[C:10]2[C:5](=[N:6][CH:7]=[N:8][C:9]=2[NH2:11])[N:4]([C@H:12]2[CH2:17][CH2:16][C@@H:15]([N:18]3[CH2:23][CH2:22][N:21]([CH3:24])[CH2:20][CH2:19]3)[CH2:14][CH2:13]2)[N:3]=1.CC1(C)C(C)(C)OB([C:33]2[CH:34]=[C:35]([NH:39][C:40](=[O:46])[O:41][C:42]([CH3:45])([CH3:44])[CH3:43])[CH:36]=[CH:37][CH:38]=2)O1.O.C(=O)([O-])[O-].[Na+].[Na+].C(=O)(O)[O-].[Na+], predict the reaction product. The product is: [NH2:11][C:9]1[N:8]=[CH:7][N:6]=[C:5]2[N:4]([C@H:12]3[CH2:17][CH2:16][C@@H:15]([N:18]4[CH2:23][CH2:22][N:21]([CH3:24])[CH2:20][CH2:19]4)[CH2:14][CH2:13]3)[N:3]=[C:2]([C:33]3[CH:34]=[C:35]([NH:39][C:40](=[O:46])[O:41][C:42]([CH3:44])([CH3:43])[CH3:45])[CH:36]=[CH:37][CH:38]=3)[C:10]=12. (7) Given the reactants [CH:1]([N:4]1[CH2:9][CH2:8][NH:7][CH2:6][CH2:5]1)([CH3:3])[CH3:2].[Cl:10][C:11]1[CH:20]=[CH:19][C:18]2[C:13](=[CH:14][C:15]([F:22])=[C:16]([CH3:21])[CH:17]=2)[N:12]=1, predict the reaction product. The product is: [ClH:10].[F:22][C:15]1[CH:14]=[C:13]2[C:18]([CH:19]=[CH:20][C:11]([N:7]3[CH2:8][CH2:9][N:4]([CH:1]([CH3:3])[CH3:2])[CH2:5][CH2:6]3)=[N:12]2)=[CH:17][C:16]=1[CH3:21].